Dataset: Reaction yield outcomes from USPTO patents with 853,638 reactions. Task: Predict the reaction yield, written as a fraction of the theoretical maximum amount of product (1.0 means a 100% yield; for example, 0.34 means a 34% yield). (1) The reactants are I[C:2]1[CH:7]=[CH:6][C:5]([I:8])=[CH:4][CH:3]=1.[C:9]([O:13][CH2:14][CH3:15])(=[O:12])[C:10]#[CH:11]. The catalyst is C(N(CC)CC)C.CCOC(C)=O.Cl[Pd](Cl)([P](C1C=CC=CC=1)(C1C=CC=CC=1)C1C=CC=CC=1)[P](C1C=CC=CC=1)(C1C=CC=CC=1)C1C=CC=CC=1.[Cu]I. The product is [I:8][C:5]1[CH:6]=[CH:7][C:2]([C:11]#[C:10][C:9]([O:13][CH2:14][CH3:15])=[O:12])=[CH:3][CH:4]=1. The yield is 0.300. (2) The reactants are [CH2:1]([O:8][CH:9]([CH3:14])[CH2:10][CH2:11][CH2:12][OH:13])[C:2]1[CH:7]=[CH:6][CH:5]=[CH:4][CH:3]=1.CC(C)=[O:17].OS(O)(=O)=O.O=[Cr](=O)=O.S([O-])([O-])=O.[Na+].[Na+]. The catalyst is CC(C)=O. The product is [CH2:1]([O:8][CH:9]([CH3:14])[CH2:10][CH2:11][C:12]([OH:17])=[O:13])[C:2]1[CH:7]=[CH:6][CH:5]=[CH:4][CH:3]=1. The yield is 0.630. (3) The reactants are [C:1]([C:5]1[O:9][N:8]=[C:7]([NH:10][C:11]([NH:13][C:14]2[CH:19]=[CH:18][CH:17]=[C:16]([O:20][C:21]3[C:30]4[C:25](=[CH:26][C:27]([O:33][C@H:34]5[CH2:38][CH2:37][NH:36][CH2:35]5)=[C:28]([O:31][CH3:32])[CH:29]=4)[N:24]=[CH:23][N:22]=3)[CH:15]=2)=[O:12])[CH:6]=1)([CH3:4])([CH3:3])[CH3:2].C(N(CC)C(C)C)(C)C.FC(F)(F)S(O[CH2:54][CH:55]([F:57])[F:56])(=O)=O. The catalyst is C(Cl)Cl. The product is [C:1]([C:5]1[O:9][N:8]=[C:7]([NH:10][C:11]([NH:13][C:14]2[CH:19]=[CH:18][CH:17]=[C:16]([O:20][C:21]3[C:30]4[C:25](=[CH:26][C:27]([O:33][C@H:34]5[CH2:38][CH2:37][N:36]([CH2:54][CH:55]([F:57])[F:56])[CH2:35]5)=[C:28]([O:31][CH3:32])[CH:29]=4)[N:24]=[CH:23][N:22]=3)[CH:15]=2)=[O:12])[CH:6]=1)([CH3:4])([CH3:2])[CH3:3]. The yield is 0.440. (4) The reactants are [C:1]([O:5][C:6]([C:8]1[O:9][C:10]2[CH:17]=[CH:16][CH:15]=[C:14]([OH:18])[C:11]=2[C:12]=1[CH3:13])=[O:7])([CH3:4])([CH3:3])[CH3:2].C(N(CC)C(C)C)(C)C.ClCCl.[F:31][C:32]([F:45])([F:44])[S:33](O[S:33]([C:32]([F:45])([F:44])[F:31])(=[O:35])=[O:34])(=[O:35])=[O:34]. The catalyst is O. The product is [C:1]([O:5][C:6]([C:8]1[O:9][C:10]2[CH:17]=[CH:16][CH:15]=[C:14]([O:18][S:33]([C:32]([F:45])([F:44])[F:31])(=[O:35])=[O:34])[C:11]=2[C:12]=1[CH3:13])=[O:7])([CH3:4])([CH3:2])[CH3:3]. The yield is 0.950. (5) The reactants are O=P(Cl)(Cl)Cl.[Cl:6][C:7]1[C:8]([CH2:13][NH:14][C:15]([C@@H:17]2[CH2:25][CH2:24][C@@H:23]3[N:19]([C:20](=[O:26])[CH2:21][CH2:22]3)[CH2:18]2)=O)=[N:9][CH:10]=[CH:11][N:12]=1.CN(C=O)C.C([O-])(O)=O.[Na+]. The catalyst is C(#N)C.O. The product is [Cl:6][C:7]1[C:8]2[N:9]([C:15]([C@@H:17]3[CH2:25][CH2:24][C@@H:23]4[N:19]([C:20](=[O:26])[CH2:21][CH2:22]4)[CH2:18]3)=[N:14][CH:13]=2)[CH:10]=[CH:11][N:12]=1. The yield is 0.657. (6) The reactants are Br[C:2]1[C:3]([N:20]([CH3:25])[S:21]([CH3:24])(=[O:23])=[O:22])=[CH:4][C:5]2[O:9][C:8]([CH:10]3[CH2:12][C:11]3([F:14])[F:13])=[C:7]([C:15]([NH:17][CH3:18])=[O:16])[C:6]=2[CH:19]=1.[B:26]1([B:26]2[O:30][C:29]([CH3:32])([CH3:31])[C:28]([CH3:34])([CH3:33])[O:27]2)[O:30][C:29]([CH3:32])([CH3:31])[C:28]([CH3:34])([CH3:33])[O:27]1.CC([O-])=O.[K+].O. The catalyst is CN(C=O)C.C1C=CC(P(C2C=CC=CC=2)[C-]2C=CC=C2)=CC=1.C1C=CC(P(C2C=CC=CC=2)[C-]2C=CC=C2)=CC=1.Cl[Pd]Cl.[Fe+2]. The product is [F:13][C:11]1([F:14])[CH2:12][CH:10]1[C:8]1[O:9][C:5]2[CH:4]=[C:3]([N:20]([CH3:25])[S:21]([CH3:24])(=[O:23])=[O:22])[C:2]([B:26]3[O:30][C:29]([CH3:32])([CH3:31])[C:28]([CH3:34])([CH3:33])[O:27]3)=[CH:19][C:6]=2[C:7]=1[C:15]([NH:17][CH3:18])=[O:16]. The yield is 0.200. (7) The yield is 0.610. The reactants are [CH3:1][O:2][C:3](=[O:32])[C:4]1[CH:9]=[CH:8][C:7]([CH2:10][N:11]2[CH:15]=[C:14]([C:16]3[CH:21]=[CH:20][C:19]([Cl:22])=[CH:18][C:17]=3[Cl:23])[N:13]=[C:12]2[CH2:24][C:25]2[CH:30]=[CH:29][C:28](Br)=[CH:27][CH:26]=2)=[CH:6][CH:5]=1.[CH3:33][S:34]([C:37]1[CH:42]=[CH:41][C:40](B(O)O)=[CH:39][CH:38]=1)(=[O:36])=[O:35]. The product is [CH3:1][O:2][C:3](=[O:32])[C:4]1[CH:9]=[CH:8][C:7]([CH2:10][N:11]2[CH:15]=[C:14]([C:16]3[CH:21]=[CH:20][C:19]([Cl:22])=[CH:18][C:17]=3[Cl:23])[N:13]=[C:12]2[CH2:24][C:25]2[CH:30]=[CH:29][C:28]([C:40]3[CH:41]=[CH:42][C:37]([S:34]([CH3:33])(=[O:36])=[O:35])=[CH:38][CH:39]=3)=[CH:27][CH:26]=2)=[CH:6][CH:5]=1. No catalyst specified. (8) The reactants are [OH-].[Na+].[Cl:3][C:4]1[CH:9]=[C:8]([N+:10]([O-:12])=[O:11])[C:7]([O:13][CH3:14])=[CH:6][C:5]=1F.[C:16]([O:23][CH3:24])(=[O:22])[CH2:17][C:18]([O:20][CH3:21])=[O:19].Cl. The catalyst is CN1CCCC1=O.O. The product is [Cl:3][C:4]1[CH:9]=[C:8]([N+:10]([O-:12])=[O:11])[C:7]([O:13][CH3:14])=[CH:6][C:5]=1[CH:17]([C:16]([O:23][CH3:24])=[O:22])[C:18]([O:20][CH3:21])=[O:19]. The yield is 0.910. (9) The reactants are [C:1]([C:3]1[CH:8]=[CH:7][C:6]([N:9]([CH2:16][C:17]([F:20])([F:19])[F:18])[CH2:10][CH:11]([CH3:15])[C:12]([OH:14])=O)=[CH:5][C:4]=1[C:21]([F:24])([F:23])[F:22])#[N:2].C(Cl)(=O)C(Cl)=O.C[N:32](C=O)C.[NH4+].[OH-]. The catalyst is C(Cl)Cl. The product is [C:1]([C:3]1[CH:8]=[CH:7][C:6]([N:9]([CH2:16][C:17]([F:20])([F:19])[F:18])[CH2:10][CH:11]([CH3:15])[C:12]([NH2:32])=[O:14])=[CH:5][C:4]=1[C:21]([F:23])([F:24])[F:22])#[N:2]. The yield is 0.880. (10) The reactants are C(NC(C)C)(C)C.C([Li])CCC.[CH2:13]([SnH:17]([CH2:22][CH2:23][CH2:24][CH3:25])[CH2:18][CH2:19][CH2:20][CH3:21])[CH2:14][CH2:15][CH3:16].[CH2:26]=[O:27]. The catalyst is O.O1CCCC1. The product is [CH2:22]([Sn:17]([CH2:26][OH:27])([CH2:13][CH2:14][CH2:15][CH3:16])[CH2:18][CH2:19][CH2:20][CH3:21])[CH2:23][CH2:24][CH3:25]. The yield is 0.800.